From a dataset of Reaction yield outcomes from USPTO patents with 853,638 reactions. Predict the reaction yield, written as a fraction of the theoretical maximum amount of product (1.0 means a 100% yield; for example, 0.34 means a 34% yield). (1) The reactants are [CH2:1]([O:3][C:4]1[CH:9]=[CH:8][N:7]([C:10]2[CH:15]=[CH:14][C:13]([F:16])=[CH:12][CH:11]=2)[C:6](=[O:17])[C:5]=1[C:18]([O:20]CC)=[O:19])[CH3:2].[Li+].[OH-]. The catalyst is CCO.O. The product is [CH2:1]([O:3][C:4]1[CH:9]=[CH:8][N:7]([C:10]2[CH:15]=[CH:14][C:13]([F:16])=[CH:12][CH:11]=2)[C:6](=[O:17])[C:5]=1[C:18]([OH:20])=[O:19])[CH3:2]. The yield is 0.789. (2) The reactants are [OH:1][CH:2]([CH2:16][OH:17])[CH2:3][N:4]1[CH2:9][CH2:8][CH:7]([CH2:10][CH2:11][CH2:12][C:13]([NH2:15])=O)[CH2:6][CH2:5]1.[H-].[Al+3].[Li+].[H-].[H-].[H-]. The catalyst is O1CCCC1. The product is [NH2:15][CH2:13][CH2:12][CH2:11][CH2:10][CH:7]1[CH2:6][CH2:5][N:4]([CH2:3][CH:2]([OH:1])[CH2:16][OH:17])[CH2:9][CH2:8]1. The yield is 0.740. (3) The reactants are [F:1][C:2]1[C:3]([N:28]2[CH2:33][CH2:32][N:31]([C:34]([O:36][C:37]([CH3:40])([CH3:39])[CH3:38])=[O:35])[CH2:30][CH2:29]2)=[N:4][CH:5]=[C:6]([C:8]2[CH:9]=[C:10]3[C:16](I)=[CH:15][N:14]([S:18]([C:21]4[CH:27]=[CH:26][C:24]([CH3:25])=[CH:23][CH:22]=4)(=[O:20])=[O:19])[C:11]3=[N:12][CH:13]=2)[CH:7]=1.[F:41][C:42]1[CH:43]=[C:44]([CH:60]=[CH:61][CH:62]=1)[CH2:45][N:46]1[CH:50]=[C:49](B2OC(C)(C)C(C)(C)O2)[CH:48]=[N:47]1.C(=O)([O-])[O-].[Na+].[Na+]. The catalyst is C1(C)C=CC=CC=1.C(O)C.O.C1C=CC(P(C2C=CC=CC=2)[C-]2C=CC=C2)=CC=1.C1C=CC(P(C2C=CC=CC=2)[C-]2C=CC=C2)=CC=1.Cl[Pd]Cl.[Fe+2]. The product is [F:1][C:2]1[C:3]([N:28]2[CH2:33][CH2:32][N:31]([C:34]([O:36][C:37]([CH3:40])([CH3:39])[CH3:38])=[O:35])[CH2:30][CH2:29]2)=[N:4][CH:5]=[C:6]([C:8]2[CH:9]=[C:10]3[C:16]([C:49]4[CH:48]=[N:47][N:46]([CH2:45][C:44]5[CH:60]=[CH:61][CH:62]=[C:42]([F:41])[CH:43]=5)[CH:50]=4)=[CH:15][N:14]([S:18]([C:21]4[CH:27]=[CH:26][C:24]([CH3:25])=[CH:23][CH:22]=4)(=[O:20])=[O:19])[C:11]3=[N:12][CH:13]=2)[CH:7]=1. The yield is 0.880. (4) The yield is 0.910. The reactants are [CH3:1]C(C)([O-])C.[K+].[CH3:7][O:8][CH2:9][O:10][C@H:11]1[CH2:28][CH2:27][C@@:26]2([CH3:29])[C:13](=[CH:14][CH2:15][C@@H:16]3[C@@H:25]2[CH2:24][CH2:23][C@@:21]2([CH3:22])[C@H:17]3[CH2:18][CH2:19][C:20]2=O)[CH2:12]1.O. The catalyst is [Br-].C[P+](C1C=CC=CC=1)(C1C=CC=CC=1)C1C=CC=CC=1.C1COCC1. The product is [CH3:7][O:8][CH2:9][O:10][C@H:11]1[CH2:28][CH2:27][C@@:26]2([CH3:29])[CH:13]([CH2:14][CH2:15][C@@H:16]3[C@@H:25]2[CH2:24][CH2:23][C@@:21]2([CH3:22])[C@H:17]3[CH2:18][CH2:19][C:20]2=[CH2:1])[CH2:12]1.